This data is from Catalyst prediction with 721,799 reactions and 888 catalyst types from USPTO. The task is: Predict which catalyst facilitates the given reaction. Reactant: [F:1][C:2]([F:19])([F:18])[C:3]1[CH:4]=[C:5]([CH2:13][C:14]([O:16][CH3:17])=[O:15])[CH:6]=[C:7]([C:9]([F:12])([F:11])[F:10])[CH:8]=1.[H-].[Na+].Br[CH2:23][CH2:24]Cl.O. Product: [F:1][C:2]([F:18])([F:19])[C:3]1[CH:4]=[C:5]([C:13]2([C:14]([O:16][CH3:17])=[O:15])[CH2:24][CH2:23]2)[CH:6]=[C:7]([C:9]([F:11])([F:12])[F:10])[CH:8]=1. The catalyst class is: 16.